Dataset: B-cell epitopes from IEDB database with 3,159 antigens for binding position prediction. Task: Token-level Classification. Given an antigen amino acid sequence, predict which amino acid positions are active epitope sites capable of antibody binding. Output is a list of indices for active positions. (1) Given the antigen sequence: MTQKWIQSGHIATYYTIQDEAYDTTDSLLEENKIYERSRSSDGKSSSQVNRSRHENTSQVPLQESRTRKRRGSRFSQDSDSEGHSEDSERHSGSASRNHHGSAWEQSRDVSRHPRSHDEDRASHGHSADSSRQSGTRHAETSSRGQTASSHEQARSSPGERHGSGHQQSADSSRHSATGRGQASSAVSDRGHRGSSGSQASDSEGHSENSDTQSVSGHGQARLRQQSHQESARGRSGERSGRSGSFLYQVSTHEQSDSAHGRTGTSTGGRQGSHHEQARDSSRHSASQEGQDTIRGHPGSSRGGRQGSHHEQSVNRTGHSGSHHSHTTSQGRSDASHGTSGSRSASRQTRNEEQSGDGTRHSGSRHHEASSQADSSRHSQVGQGQSSGPRTSRNQGSSVSQDSDSQGHSEDSERWSGSASRNHHGSAQEQSRDGSRHPRSHHEDRAGHGHSADSSRQSGTRHTQN, which amino acid positions are active epitope sites? The epitope positions are: [262, 263, 264, 265, 266, 267, 268, 269, 270, 271, 272, 273, 274, 275]. The amino acids at these positions are: TGTSTGGRQGSHHE. (2) The epitope positions are: [63, 64, 65, 66, 67, 68, 69, 70]. The amino acids at these positions are: YLGRVTLA. Given the antigen sequence: MNAEHDAIVKECIAEAAKAEDPIGTLSVLLKKKAPKAVIEKVVGREVLDSRGNPTVEVDVYVKYLGRVTLAARSSAPSGASTGVGEALELRDGDKARYGGKGTQQAAKNVTEKLSPALKGMCFCDFPALDKKICDTDGTVLKKNIGGNACTATSFALAEAGAAVQEIELFQYLAKAFYGGCDKVPKKFKLPSPFFNILNGGKHAGGNLKFQEFMVTPTRKVPFPDQLRMVAEVYQKLGGLLVKKYGLSAKNLGDEGGFAPNLNDPEEALTVIEEAIKAAGYEAGKDIMIGMDVASSEFYDEEKKLYEVEVGKFLNADQMIDYFDELLKKHPAIVSIEDALAELDYENWTKLNARLGQRVQLVGDDLYTTNPITIKKGLEGKWCNALLLKVNQIGTISEGMEAARLILNAGHRVMVSHRSGETCNSVIADLAVAIGAQSIKTGSTARGERIQKYTRLLQIYDYLKEHDMLAEE, which amino acid positions are active epitope sites? (3) Given the antigen sequence: MNPNQKIITIGSVSLTISTICFFMQIAILITTVTLHFKQYEFNSPPNNQVMLCEPTIIERNITEIVYLTNTTIEKEICPKLAEYRNWSKPQCDITGFAPFSKDNSIRLSAGGDIWVTREPYVSCDPDKCYQFALGQGTTLNNVHSNDTVHDRTPYRTLLMNELGVPFHLGTKQVCIAWSSSSCHDGKAWLHVCVTGDDKNATASFIYNGRLVDSIVSWSKEILRTQESECVCINGTCTVVMTDGSASGKADTKILFIEEGKIVHTSTLSGSAQHVEECSCYPRYPGVRCVCRDNWKGSNRPIVDINIKDYSIVSSYVCSGLVGDTPRKNDSSSSSHCLDPNNEEGGHGVKGWAFDDGNDVWMGRTISEKLRSGYETFKVIEGWSNPNSKLQINRQVIVDRGNRSGYSGIFSVEGKSCINRCFYVELIRGRKEETEVLWTSNSIVVFCGTSGTYGTGSWPDGADINLMPI, which amino acid positions are active epitope sites? The epitope positions are: [220, 221, 222, 223, 224, 225, 226, 227]. The amino acids at these positions are: EILRTQES. (4) Given the antigen sequence: MAPGAPSSSPSPILAVLLFSSLVLSPAQAIVVYTDREVHGAVGSRVTLHCSFWSSEWVSDDISFTWRYQPEGGRDAISIFHYAKGQPYIDEVGTFKERIQWVGDPRWKDGSIVIHNLDYSDNGTFTCDVKNPPDIVGKTSQVTLYVFEKVPTRYGVVLGAVIGGVLGVVLLLLLLFYVVRYCWLRRQAALQRRLSAMEKGKLHKPGKDASKRGRQTPVLYAMLDHSRSTKAVSEKKAKGLGESRKDKK, which amino acid positions are active epitope sites? The epitope positions are: [69, 70, 71, 72, 73, 74, 75, 76, 77, 78, 79, 80, 81, 82, 83, 84, 85, 86, 87, 88... (25 total positions)]. The amino acids at these positions are: PEGGRDAISIFHYAKGQPYIDEVGT. (5) Given the antigen sequence: MKSYISLFFILCVIFNKNVIKCTGESQTGNTGGGQAGNTGGDQAGSTGGSPQGSTGASPQGSTGASPQGSTGASQPGSSEPSNPVSSGHSVSTVSVSQTSTSSEKQDTIQVKSALLKDYMGLKVTGPCNENFIMFLVPHIYIDVDTEDTNIELRTTLKKTNNAISFESNSGSLEKKKYVKLPSNGTTGEQGSSTGTVRGDTEPISDSSSSSSSSSSSSSSSSSSSSSSSSSSSESLPANGPDSPTVKPPRNLQNICETGKNFKLVVYIKENTLILKWKVYGETKDTTENNKVDVRKYLINEKETPFTNILIHAYKEHNGTNLIESKNYAIGSDIPEKCDTLASNCFLSGNFNIEKCFQCALLVEKENKNDVCYKYLSEDIVSKFKEIKAETEDDDEDDYTEYKLTESIDNILVKMFKTNENNDKSELIKLEEVDDSLKLELMNYCSLLKDVDTTGTLDNYGMGNEMDIFNNLKRLLIYHSEENINTLKNKFRNAAVCLKN..., which amino acid positions are active epitope sites? The epitope positions are: [408, 409, 410, 411, 412, 413, 414, 415, 416, 417, 418, 419, 420, 421, 422, 423, 424, 425, 426, 427]. The amino acids at these positions are: DNILVKMFKTNENNDKSELI. (6) Given the antigen sequence: MSKRDRAYAQAEDRWLSVVLSTSGIVERPGPLGEEVDDEERAHFSREQTANEQQLLDPAVDSLLLHVISDDSEICSLISSSDGTDFQGWPDQDEPSTVEAVEPQLVYGLCRTMQSQAEDLQSASYSAYTPPKRPRMSDEIIEINDSPEAATDSGVVFMQSVSTNPGVLLTNGSLVESHLTEVFEILPHTEEQALQMVDPNVEQCVVYEDVDGEIVLTEEHCCEIIVSTQNEQELPRAFLMSGHGALLRHNLNGSGYIDGVAGDEDEEETRMEAGNNVYLSDAALDQPVVHHHELVEEDEVEDEEAHNDNDNENANFVDDSPLEEERPDICQVYDHELEDHDNEVDEEDEIQQGHHHHHQLHLEQELPLEHVPEMDTEQSQQPIVISDIEEEEQPEPEPEAEHSSPTQFPNSSSSTPNGSDNYHYDDDLGDDDRPRKMHPAKRKYPLLKNTLFSEGMDRRLATICQAQPQMSLSEKVETWETATTHDCEAVEDVENFQATF..., which amino acid positions are active epitope sites? The epitope positions are: [580, 581, 582, 583, 584, 585, 586, 587, 588, 589, 590, 591, 592, 593, 594]. The amino acids at these positions are: LTPEDELPALNSQEE. (7) The epitope positions are: [327, 328, 329, 330, 331, 332, 333, 334, 335, 336, 337, 338, 339, 340, 341, 342]. The amino acids at these positions are: CSNSSSSQFQIHGPRQ. Given the antigen sequence: MASSYFLFLCLLLCGGPELCNSQTLWLLPGGTPTPVGSSSPVKVECLEAELVVTVSRDLFGTGKLVQPGDLTLGSEGCQPRVSVDTDVVRFNAQLHECSSRVQMTKDALVYSTFLLHDPRPVSGLSILRTNRVEVPIECRYPRQGNVSSHPIQPTWVPFRATVSSEEKLAFSLRLMEENWNTEKSAPTFHLGEVAHLQAEVQTGSHLPLQLFVDHCVATPSPLPDPNSSPYHFIVDFHGCLVDGLSESFSAFQVPRPRPETLQFTVDVFHFANSSRNTLYITCHLKVAPANQIPDKLNKACSFNKTSQSWLPVEGDADICDCCSHGNCSNSSSSQFQIHGPRQWSKLVSRNRRHVTDEADVTVGPLIFLGKANDQTVEGWTASAQTSVALGLGLATVAFLTLAAIVLAVTRKCHSSSYLVSLPQ, which amino acid positions are active epitope sites? (8) Given the antigen sequence: MSNGTENCTLNTQQAAELFKEYNLFITAFLLFLTILLQYGYATRSRFIYILKMIVLWCFWPLNIAVGIISCIYPPNTGGLVAAIILTVFACLSFIGYWIQSFRLFKRCRSWWSFNPESNAVGSILLTNGQQCNFAIESVPMVLSPIIKNGALYCEGQWLAKCEPDHLPKDIFVCTPDRRNIYRMVQKYTGDQSGNKKRFATFVYAKQSVDSGELESVATGAGSLYT, which amino acid positions are active epitope sites? The epitope positions are: [198, 199, 200, 201, 202, 203, 204, 205]. The amino acids at these positions are: FATFVYAK. (9) The epitope positions are: [343, 344, 345, 346, 347, 348, 349, 350, 351, 352, 353, 354, 355, 356]. The amino acids at these positions are: GLFGAIAGFIEGGW. Given the antigen sequence: MKAKLLVLLCTFTATYADTICIGYHANNSTDTVDTVLEKNVTVTHSVNLLEDSHNGKLCLLKGIAPLQLGNCSVAGWILGNPECELLISKESWSYIVETPNPENGTCYPGYFADYEELREQLSSVSSFERFEIFPKESSWPNHTVTGVSASCSHNGKSSFYRNLLWLTGKNGLYPNLSKSYVNNKEKEVLVLWGVHHPPNIGNQRALYHTENAYVSVVSSHYSRRFTPEIAKRPKVRDQEGRINYYWTLLEPGDTIIFEANGNLIAPWYAFALSRGFGSGIITSNAPMDECDAKCQTPQGAINSSLPFQNVHPVTIGECPKYVRSAKLRMVTGLRNIPSIQSRGLFGAIAGFIEGGWTGMVDGWYGYHHQNEQGSGYAADQKSTQNAINGITNKVNSVIEKMNTQFTAVGKEFNKLERRMENLNKKVDDGFLDIWTYNAELLVLLENERTLDFHDSNVKNLYEKVKSQLKNNAKEIGNGCFEFYHKCNNECMESVKNGTY..., which amino acid positions are active epitope sites? (10) Given the antigen sequence: MEPGCDEFLPPPECPVFEPSWAEFQDPLGYIAKIRPIAEKSGICKIRPPADWQPPFAVEVDNFRFTPRVQRLNELEAQTRVKLNYLDQIAKFWEIQGSSLKIPNVERKILDLYSLSKIVIEEGGYEAICKDRRWARVAQRLHYPPGKNIGSLLRSHYERIIYPYEMFQSGANHVQCNTHPFDNEVKDKEYKPHSIPLRQSVQPSKFSSYSRRAKRLQPDPEPTEEDIEKHPELKKLQIYGPGPKMMGLGLMAKDKDKTVHKKVTCPPTVTVKDEQSGGGNVSSTLLKQHLSLEPCTKTTMQLRKNHSSAQFIDSYICQVCSRGDEDNKLLFCDGCDDNYHIFCLLPPLPEIPRGIWRCPKCILAECKQPPEAFGFEQATQEYSLQSFGEMADSFKSDYFNMPVHMVPTELVEKEFWRLVSSIEEDVTVEYGADIHSKEFGSGFPVSNSKQNLSPEEKEYATSGWNLNVMPVLDQSVLCHINADISGMKVPWLYVGMVFSA..., which amino acid positions are active epitope sites? The epitope positions are: [1433, 1434, 1435, 1436, 1437, 1438, 1439, 1440, 1441, 1442, 1443, 1444, 1445, 1446, 1447, 1448, 1449, 1450, 1451, 1452... (23 total positions)]. The amino acids at these positions are: TRSRALERRRRRQKVDQGRNVEN.